From a dataset of Full USPTO retrosynthesis dataset with 1.9M reactions from patents (1976-2016). Predict the reactants needed to synthesize the given product. (1) Given the product [CH3:3][C:4]1[CH:5]=[CH:6][C:7]([N:10]2[CH:14]=[CH:13][C:12]([C:15]([F:16])([F:18])[F:17])=[N:11]2)=[N+:8]([O-:27])[CH:9]=1, predict the reactants needed to synthesize it. The reactants are: OO.[CH3:3][C:4]1[CH:5]=[CH:6][C:7]([N:10]2[CH:14]=[CH:13][C:12]([C:15]([F:18])([F:17])[F:16])=[N:11]2)=[N:8][CH:9]=1.C1CCCCC1.C(OCC)(=[O:27])C. (2) Given the product [F:20][C:17]1[CH:18]=[CH:19][C:14]([CH2:13][C:12]([NH:11][C:3]2[C:2]([C:27]3[CH:26]=[N:25][C:24]([O:23][CH3:22])=[N:29][CH:28]=3)=[C:6]3[N:7]=[CH:8][CH:9]=[CH:10][N:5]3[N:4]=2)=[O:21])=[CH:15][CH:16]=1, predict the reactants needed to synthesize it. The reactants are: Br[C:2]1[C:3]([NH:11][C:12](=[O:21])[CH2:13][C:14]2[CH:19]=[CH:18][C:17]([F:20])=[CH:16][CH:15]=2)=[N:4][N:5]2[CH:10]=[CH:9][CH:8]=[N:7][C:6]=12.[CH3:22][O:23][C:24]1[N:29]=[CH:28][C:27](B(O)O)=[CH:26][N:25]=1. (3) Given the product [ClH:19].[ClH:19].[N:20]1([CH:26]([C:29]2[CH:30]=[N:31][CH:32]=[CH:33][CH:34]=2)[CH2:27][NH:28][S:16]([C:14]2[S:15][C:11]([C:5]3[CH:4]=[C:3]([CH2:1][CH3:2])[C:8](=[O:9])[NH:7][C:6]=3[CH3:10])=[CH:12][CH:13]=2)(=[O:18])=[O:17])[CH2:25][CH2:24][O:23][CH2:22][CH2:21]1, predict the reactants needed to synthesize it. The reactants are: [CH2:1]([C:3]1[C:8](=[O:9])[NH:7][C:6]([CH3:10])=[C:5]([C:11]2[S:15][C:14]([S:16]([Cl:19])(=[O:18])=[O:17])=[CH:13][CH:12]=2)[CH:4]=1)[CH3:2].[N:20]1([CH:26]([C:29]2[CH:30]=[N:31][CH:32]=[CH:33][CH:34]=2)[CH2:27][NH2:28])[CH2:25][CH2:24][O:23][CH2:22][CH2:21]1. (4) Given the product [CH3:16][O:17][C:18](=[O:29])[C:19]1[CH:20]=[C:21]([CH2:22][OH:23])[CH:25]=[C:26]([F:28])[CH:27]=1, predict the reactants needed to synthesize it. The reactants are: C(N(CC)CC)C.ClC(OCC(C)C)=O.[CH3:16][O:17][C:18](=[O:29])[C:19]1[CH:27]=[C:26]([F:28])[CH:25]=[C:21]([C:22](O)=[O:23])[CH:20]=1.[BH4-].[Na+]. (5) Given the product [CH3:7][C:6]1[S:5][C:4]2[CH2:8][CH2:9][N:10]=[C:11]([CH3:12])[C:3]=2[C:2]=1[CH3:1], predict the reactants needed to synthesize it. The reactants are: [CH3:1][C:2]1[CH:3]=[C:4]([CH2:8][CH2:9][NH:10][C:11](=O)[CH3:12])[S:5][C:6]=1[CH3:7].O=P12OP3(OP(OP(O3)(O1)=O)(=O)O2)=O. (6) The reactants are: [N:1]1([CH2:6][CH2:7][CH2:8][CH2:9][C:10]2[CH:15]=[CH:14][C:13]([OH:16])=[CH:12][CH:11]=2)[CH:5]=[CH:4][N:3]=[N:2]1.[H-].[Na+].Cl[CH2:20][C:21]1[CH:22]=[N:23][CH:24]=[C:25]([C:27]2[CH:32]=[CH:31][C:30]([Cl:33])=[CH:29][CH:28]=2)[CH:26]=1.O. Given the product [Cl:33][C:30]1[CH:29]=[CH:28][C:27]([C:25]2[CH:24]=[N:23][CH:22]=[C:21]([CH2:20][O:16][C:13]3[CH:12]=[CH:11][C:10]([CH2:9][CH2:8][CH2:7][CH2:6][N:1]4[CH:5]=[CH:4][N:3]=[N:2]4)=[CH:15][CH:14]=3)[CH:26]=2)=[CH:32][CH:31]=1, predict the reactants needed to synthesize it.